Dataset: Catalyst prediction with 721,799 reactions and 888 catalyst types from USPTO. Task: Predict which catalyst facilitates the given reaction. (1) Product: [C:11]([C:7]1[CH:6]=[C:5]2[C:10](=[CH:9][CH:8]=1)[CH2:1][C:2](=[O:13])[CH2:3][CH2:4]2)#[N:12]. The catalyst class is: 11. Reactant: [CH2:1]1[C:10]2[C:5](=[CH:6][C:7]([C:11]#[N:12])=[CH:8][CH:9]=2)[CH2:4][CH2:3][C:2]21OCC[O:13]2.C(O)(C(F)(F)F)=O.C(Cl)Cl.O. (2) Reactant: Br[C:2]1[CH:3]=[C:4]2[C:9](=[CH:10][CH:11]=1)[NH:8][C:7](=[O:12])[CH2:6][CH2:5]2.FC(F)(F)S(O[C:19]1[CH2:24][CH2:23][CH:22]([C:25]([CH3:29])([CH3:28])[CH2:26][CH3:27])[CH2:21][CH:20]=1)(=O)=O.B1(B2OC(C)(C)C(C)(C)O2)OC(C)(C)C(C)(C)O1.C([O-])(=O)C.[K+].C(=O)([O-])[O-].[K+].[K+]. Product: [CH3:29][C:25]([CH:22]1[CH2:23][CH2:24][C:19]([C:2]2[CH:3]=[C:4]3[C:9](=[CH:10][CH:11]=2)[NH:8][C:7](=[O:12])[CH2:6][CH2:5]3)=[CH:20][CH2:21]1)([CH3:28])[CH2:26][CH3:27]. The catalyst class is: 399. (3) Reactant: C([N:8]1[CH2:13][CH2:12][P:11](=[O:15])([CH3:14])[CH2:10][CH2:9]1)C1C=CC=CC=1.[ClH:16]. Product: [ClH:16].[CH3:14][P:11]1(=[O:15])[CH2:12][CH2:13][NH:8][CH2:9][CH2:10]1. The catalyst class is: 19. (4) Reactant: [CH2:1]([O:8][C:9]1[CH:17]=[C:16]2[C:12]([CH2:13][C:14](=[O:18])[NH:15]2)=[CH:11][CH:10]=1)[C:2]1[CH:7]=[CH:6][CH:5]=[CH:4][CH:3]=1.[C:19]([O-])([O-])=O.[K+].[K+].CI. Product: [CH2:1]([O:8][C:9]1[CH:17]=[C:16]2[C:12]([CH2:13][C:14](=[O:18])[N:15]2[CH3:19])=[CH:11][CH:10]=1)[C:2]1[CH:3]=[CH:4][CH:5]=[CH:6][CH:7]=1. The catalyst class is: 21. (5) Reactant: C(OC[C:6]1[CH:11]=[C:10]([NH:12][C:13]2[C:18]([CH2:19][CH3:20])=[C:17]([CH3:21])[N:16]=[C:15]([C:22]3[S:23][C:24]([Cl:27])=[CH:25][CH:26]=3)[N:14]=2)[CH:9]=[CH:8][C:7]=1B1OC(C)(C)C(C)(C)O1)(=O)C.[OH-:37].[Li+].[CH2:39]1[CH2:43][O:42]CC1.CO. Product: [Cl:27][C:24]1[S:23][C:22]([C:15]2[N:14]=[C:13]([NH:12][C:10]3[CH:11]=[CH:6][C:7]([CH2:39][C:43]([OH:37])=[O:42])=[CH:8][CH:9]=3)[C:18]3[CH2:19][CH2:20][CH2:21][C:17]=3[N:16]=2)=[CH:26][CH:25]=1. The catalyst class is: 6.